From a dataset of Catalyst prediction with 721,799 reactions and 888 catalyst types from USPTO. Predict which catalyst facilitates the given reaction. (1) Reactant: [F:1][C:2]([F:35])([F:34])[C:3]1[CH:4]=[C:5]([CH:27]=[C:28]([C:30]([F:33])([F:32])[F:31])[CH:29]=1)[CH2:6][N:7]([C:21]1[N:22]=[N:23][N:24]([CH3:26])[N:25]=1)[C@H:8]1[CH2:14][CH2:13][CH2:12][NH:11][C:10]2[C:15]([CH3:20])=[CH:16][C:17]([CH3:19])=[CH:18][C:9]1=2.C(O[BH-](OC(=O)C)OC(=O)C)(=O)C.[Na+].C(#N)C.[CH:53]([C@H:55]1[CH2:60][CH2:59][C@H:58]([C:61]([O:63][CH3:64])=[O:62])[CH2:57][CH2:56]1)=O. Product: [F:35][C:2]([F:34])([F:1])[C:3]1[CH:4]=[C:5]([CH:27]=[C:28]([C:30]([F:33])([F:32])[F:31])[CH:29]=1)[CH2:6][N:7]([C:21]1[N:22]=[N:23][N:24]([CH3:26])[N:25]=1)[C@H:8]1[CH2:14][CH2:13][CH2:12][N:11]([CH2:53][C@H:55]2[CH2:56][CH2:57][C@H:58]([C:61]([O:63][CH3:64])=[O:62])[CH2:59][CH2:60]2)[C:10]2[C:15]([CH3:20])=[CH:16][C:17]([CH3:19])=[CH:18][C:9]1=2. The catalyst class is: 1. (2) Reactant: [Cl:1][C:2]1[CH:7]=[CH:6][CH:5]=[CH:4][C:3]=1[C:8]1[C:28](=[O:29])[N:27]([CH3:30])[C:11]2[N:12]=[C:13]([NH:16][C:17]3[CH:26]=[CH:25][CH:24]=[C:23]4[C:18]=3[CH2:19][CH2:20][NH:21][CH2:22]4)[N:14]=[CH:15][C:10]=2[CH:9]=1.[C:31]([C:33](=[CH:37][CH:38]1[CH2:40][CH2:39]1)[C:34](O)=[O:35])#[N:32].CN(C(ON1N=NC2C=CC=NC1=2)=[N+](C)C)C.F[P-](F)(F)(F)(F)F.CCN(C(C)C)C(C)C. Product: [Cl:1][C:2]1[CH:7]=[CH:6][CH:5]=[CH:4][C:3]=1[C:8]1[C:28](=[O:29])[N:27]([CH3:30])[C:11]2[N:12]=[C:13]([NH:16][C:17]3[CH:26]=[CH:25][CH:24]=[C:23]4[C:18]=3[CH2:19][CH2:20][N:21]([C:34]([C:33](=[CH:37][CH:38]3[CH2:40][CH2:39]3)[C:31]#[N:32])=[O:35])[CH2:22]4)[N:14]=[CH:15][C:10]=2[CH:9]=1. The catalyst class is: 2. (3) Reactant: [CH2:1]([N:3]([C@@H:11]([CH3:25])[CH2:12][N:13]1[CH:17]=[CH:16][C:15]([C:18]2[CH:23]=[CH:22][C:21]([F:24])=[CH:20][N:19]=2)=[N:14]1)C(=O)OC(C)(C)C)[CH3:2].[ClH:26].CCOC(C)=O. Product: [ClH:26].[ClH:26].[CH2:1]([NH:3][C@@H:11]([CH3:25])[CH2:12][N:13]1[CH:17]=[CH:16][C:15]([C:18]2[CH:23]=[CH:22][C:21]([F:24])=[CH:20][N:19]=2)=[N:14]1)[CH3:2]. The catalyst class is: 22. (4) Reactant: [C:1]1([C:7]2[CH:8]=[N:9][N:10]3[CH:15]=[C:14]([C:16]4[CH:17]=[C:18]([C:21]([OH:23])=O)[S:19][CH:20]=4)[CH:13]=[N:12][C:11]=23)[CH:6]=[CH:5][CH:4]=[CH:3][CH:2]=1.C(Cl)(=O)C([Cl:27])=O. Product: [C:1]1([C:7]2[CH:8]=[N:9][N:10]3[CH:15]=[C:14]([C:16]4[CH:17]=[C:18]([C:21]([Cl:27])=[O:23])[S:19][CH:20]=4)[CH:13]=[N:12][C:11]=23)[CH:6]=[CH:5][CH:4]=[CH:3][CH:2]=1. The catalyst class is: 4. (5) Reactant: [H-].[Na+].[C:3]([O:19][CH2:20][CH3:21])(=[O:18])[CH2:4][C:5]([CH2:12][C:13]([O:15][CH2:16][CH3:17])=[O:14])([C:7]([O:9][CH2:10][CH3:11])=[O:8])[OH:6].[Cl-]. Product: [C:7]([OH:9])(=[O:8])[CH2:5][CH2:4][CH3:3].[C:13]([O:15][CH2:16][CH3:17])(=[O:14])[CH2:12][C:5]([CH2:4][C:3]([O:19][CH2:20][CH3:21])=[O:18])([C:7]([O:9][CH2:10][CH3:11])=[O:8])[OH:6]. The catalyst class is: 1. (6) Reactant: [F:1][C:2]1[CH:10]=[C:9]([F:11])[CH:8]=[CH:7][C:3]=1[C:4]([OH:6])=[O:5].[N+:12]([O-])([OH:14])=[O:13]. Product: [F:1][C:2]1[CH:10]=[C:9]([F:11])[C:8]([N+:12]([O-:14])=[O:13])=[CH:7][C:3]=1[C:4]([OH:6])=[O:5]. The catalyst class is: 65. (7) Reactant: [F:1][C:2]1[CH:7]=[C:6]([CH3:8])[CH:5]=[CH:4][C:3]=1[CH:9]([C:11]1[CH:16]=[CH:15][CH:14]=[CH:13][CH:12]=1)[OH:10].CC(OI1(OC(C)=O)(OC(C)=O)OC(=O)C2C=CC=CC1=2)=O. Product: [F:1][C:2]1[CH:7]=[C:6]([CH3:8])[CH:5]=[CH:4][C:3]=1[C:9]([C:11]1[CH:12]=[CH:13][CH:14]=[CH:15][CH:16]=1)=[O:10]. The catalyst class is: 2. (8) Reactant: [Cl:1][C:2]1[CH:7]=[CH:6][C:5]([C:8]2([C:12]3[C:21]4[C:16](=[CH:17][CH:18]=[C:19]([OH:22])[CH:20]=4)[CH2:15][CH2:14][N:13]=3)[CH2:11][CH2:10][CH2:9]2)=[CH:4][CH:3]=1.[C:23]([O:27][C:28]([N:30]1[CH2:35][CH2:34][N:33]([C:36](=[O:39])[CH2:37]Cl)[CH2:32][CH2:31]1)=[O:29])([CH3:26])([CH3:25])[CH3:24].C(=O)([O-])[O-].[K+].[K+]. The catalyst class is: 9. Product: [C:23]([O:27][C:28]([N:30]1[CH2:31][CH2:32][N:33]([C:36](=[O:39])[CH2:37][O:22][C:19]2[CH:20]=[C:21]3[C:16]([CH2:15][CH2:14][N:13]=[C:12]3[C:8]3([C:5]4[CH:4]=[CH:3][C:2]([Cl:1])=[CH:7][CH:6]=4)[CH2:11][CH2:10][CH2:9]3)=[CH:17][CH:18]=2)[CH2:34][CH2:35]1)=[O:29])([CH3:26])([CH3:24])[CH3:25]. (9) Reactant: C=O.O.[Cl:4][C:5]1[C:6]([CH3:31])=[C:7]([CH:25]2[CH2:30][CH2:29][NH:28][CH2:27][CH2:26]2)[C:8]([O:23][CH3:24])=[C:9]([CH:11]([NH:13][C:14]2[N:22]=[CH:21][N:20]=[C:19]3[C:15]=2[N:16]=[CH:17][NH:18]3)[CH3:12])[CH:10]=1.[CH3:32]CN(C(C)C)C(C)C.C(O[BH-](OC(=O)C)OC(=O)C)(=O)C.[Na+]. Product: [Cl:4][C:5]1[C:6]([CH3:31])=[C:7]([CH:25]2[CH2:30][CH2:29][N:28]([CH3:32])[CH2:27][CH2:26]2)[C:8]([O:23][CH3:24])=[C:9]([CH:11]([NH:13][C:14]2[N:22]=[CH:21][N:20]=[C:19]3[C:15]=2[N:16]=[CH:17][NH:18]3)[CH3:12])[CH:10]=1. The catalyst class is: 2. (10) Product: [CH:26]([N:27]1[CH2:32][CH2:31][N:30]([CH2:18][CH2:17][CH2:16][CH:14]2[O:13][N:12]=[C:11]([C:5]3[CH:6]=[CH:7][C:8]([O:9][CH3:10])=[C:3]([O:2][CH3:1])[CH:4]=3)[CH2:15]2)[CH2:29][CH2:28]1)([C:33]1[CH:38]=[CH:37][CH:36]=[CH:35][CH:34]=1)[C:20]1[CH:25]=[CH:24][CH:23]=[CH:22][CH:21]=1. The catalyst class is: 2. Reactant: [CH3:1][O:2][C:3]1[CH:4]=[C:5]([C:11]2[CH2:15][CH:14]([CH2:16][CH2:17][CH:18]=O)[O:13][N:12]=2)[CH:6]=[CH:7][C:8]=1[O:9][CH3:10].[C:20]1([CH:26]([C:33]2[CH:38]=[CH:37][CH:36]=[CH:35][CH:34]=2)[N:27]2[CH2:32][CH2:31][NH:30][CH2:29][CH2:28]2)[CH:25]=[CH:24][CH:23]=[CH:22][CH:21]=1.[BH-](OC(C)=O)(OC(C)=O)OC(C)=O.[Na+].